From a dataset of Full USPTO retrosynthesis dataset with 1.9M reactions from patents (1976-2016). Predict the reactants needed to synthesize the given product. (1) Given the product [Cl:11][C:10]1[CH:9]=[C:8]2[C:4](=[CH:3][C:2]=1[Cl:1])[C:5](=[O:13])[N:14]([CH2:15][C:16]([OH:18])=[O:17])[C:7]2=[O:12], predict the reactants needed to synthesize it. The reactants are: [Cl:1][C:2]1[CH:3]=[C:4]2[C:8](=[CH:9][C:10]=1[Cl:11])[C:7](=[O:12])O[C:5]2=[O:13].[NH2:14][CH2:15][C:16]([OH:18])=[O:17]. (2) Given the product [CH3:20][O:19][CH2:18][CH2:17][O:16][C:13]1[CH:14]=[CH:15][C:10]([C:9]2[C:5]3[CH:4]=[C:3]([CH2:2][O:24][C:25]4[CH:26]=[CH:27][C:28]([C@@H:31]([C:38]#[C:39][CH3:40])[CH2:32][C:33]([O:35][CH2:36][CH3:37])=[O:34])=[CH:29][CH:30]=4)[CH:23]=[CH:22][C:6]=3[S:7][CH:8]=2)=[C:11]([CH3:21])[CH:12]=1, predict the reactants needed to synthesize it. The reactants are: Cl[CH2:2][C:3]1[CH:23]=[CH:22][C:6]2[S:7][CH:8]=[C:9]([C:10]3[CH:15]=[CH:14][C:13]([O:16][CH2:17][CH2:18][O:19][CH3:20])=[CH:12][C:11]=3[CH3:21])[C:5]=2[CH:4]=1.[OH:24][C:25]1[CH:30]=[CH:29][C:28]([C@@H:31]([C:38]#[C:39][CH3:40])[CH2:32][C:33]([O:35][CH2:36][CH3:37])=[O:34])=[CH:27][CH:26]=1. (3) Given the product [NH2:30][C:16]1[C:17]2[CH2:22][CH2:21][N:20]([CH2:23][C:24]3[CH:25]=[CH:26][CH:27]=[CH:28][CH:29]=3)[C:1](=[O:4])[C:18]=2[N:14]([C:12](=[O:13])[CH2:33][CH2:34][N:36]2[CH2:41][CH2:40][N:39]([C:42]3[CH:47]=[CH:46][C:45]([CH3:48])=[CH:44][C:43]=3[CH3:49])[CH2:38][CH2:37]2)[N:15]=1, predict the reactants needed to synthesize it. The reactants are: [C:1](=[O:4])([O-])[O-].[K+].[K+].C(O[C:12]([N:14]1[C:18]2O[N:20]([CH2:23][C:24]3[CH:29]=[CH:28][CH:27]=[CH:26][CH:25]=3)[CH2:21][CH2:22][C:17]=2[C:16]([NH2:30])=[N:15]1)=[O:13])(C)(C)C.ClC[CH2:33][C:34]([N:36]1[CH2:41][CH2:40][N:39]([C:42]2[CH:47]=[CH:46][C:45]([CH3:48])=[CH:44][C:43]=2[CH3:49])[CH2:38][CH2:37]1)=O. (4) Given the product [Cl:1][C:2]1[N:3]=[C:4]2[N:12]([CH2:26][CH2:27][O:28][CH:29]([CH3:31])[CH3:30])[C:11]([CH3:14])([CH3:13])[CH2:10][CH2:9][N:5]2[C:6](=[O:8])[CH:7]=1, predict the reactants needed to synthesize it. The reactants are: [Cl:1][C:2]1[N:3]=[C:4]2[NH:12][C:11]([CH3:14])([CH3:13])[CH2:10][CH2:9][N:5]2[C:6](=[O:8])[CH:7]=1.C(=O)([O-])[O-].[Cs+].[Cs+].CS(O[CH2:26][CH2:27][O:28][CH:29]([CH3:31])[CH3:30])(=O)=O.O. (5) Given the product [CH:1]1([C:4]2[C:5]([O:30][CH3:31])=[CH:6][CH:7]=[C:8]3[C:13]=2[O:12][C:11]([C:14]2[CH:19]=[CH:18][C:17]([O:20][CH2:21][C:22]4[CH:27]=[CH:26][CH:25]=[CH:24][CH:23]=4)=[CH:16][CH:15]=2)=[CH:10][C:9]3=[O:29])[CH2:2][CH2:3]1, predict the reactants needed to synthesize it. The reactants are: [CH:1]1([C:4]2[C:5]([O:30][CH3:31])=[CH:6][CH:7]=[C:8]3[C:13]=2[O:12][C:11]([C:14]2[CH:19]=[CH:18][C:17]([O:20][CH2:21][C:22]4[CH:27]=[CH:26][CH:25]=[CH:24][CH:23]=4)=[CH:16][CH:15]=2)=[C:10](I)[C:9]3=[O:29])[CH2:3][CH2:2]1.C([O-])=O.[Na+].C(OCC)(=O)C.O. (6) Given the product [F:11][C:12]1[CH:13]=[CH:14][CH:15]=[C:16]2[C:20]=1[NH:19][CH:18]=[C:17]2[CH:4]=[O:5], predict the reactants needed to synthesize it. The reactants are: CN([CH:4]=[O:5])C.O=P(Cl)(Cl)Cl.[F:11][C:12]1[CH:13]=[CH:14][CH:15]=[C:16]2[C:20]=1[NH:19][CH:18]=[CH:17]2. (7) Given the product [ClH:13].[OH:2][C@@H:3]1[CH2:7][NH:6][C@@H:5]([C:8]([O:10][CH3:15])=[O:9])[CH2:4]1, predict the reactants needed to synthesize it. The reactants are: Cl.[OH:2][C@@H:3]1[CH2:7][NH:6][C@@H:5]([C:8]([OH:10])=[O:9])[CH2:4]1.S(Cl)([Cl:13])=O.[CH3:15]O. (8) Given the product [Cl:1][C:2]1[CH:3]=[C:4]([CH:29]=[CH:30][C:31]=1[F:32])[CH2:5][N:6]1[CH2:15][CH2:14][C:13]2[C:8](=[C:9]([OH:27])[C:10](=[O:26])[N:11]([CH2:20][CH2:21][CH2:22][CH2:23][NH:24][CH3:25])[C:12]=2[C:16]([OH:18])=[O:17])[C:7]1=[O:28], predict the reactants needed to synthesize it. The reactants are: [Cl:1][C:2]1[CH:3]=[C:4]([CH:29]=[CH:30][C:31]=1[F:32])[CH2:5][N:6]1[CH2:15][CH2:14][C:13]2[C:8](=[C:9]([OH:27])[C:10](=[O:26])[N:11]([CH2:20][CH2:21][CH2:22][CH2:23][NH:24][CH3:25])[C:12]=2[C:16]([O:18]C)=[O:17])[C:7]1=[O:28].[OH-].[K+].O1CCCC1CO.O. (9) Given the product [CH:10]([C:13]1[CH:18]=[C:17]([C:2]2[CH:9]=[CH:8][CH:7]=[CH:6][C:3]=2[CH2:4][OH:5])[CH:16]=[CH:15][CH:14]=1)([CH3:12])[CH3:11], predict the reactants needed to synthesize it. The reactants are: Br[C:2]1[CH:9]=[CH:8][CH:7]=[CH:6][C:3]=1[CH2:4][OH:5].[CH:10]([C:13]1[CH:14]=[C:15](B(O)O)[CH:16]=[CH:17][CH:18]=1)([CH3:12])[CH3:11].[O-]P([O-])([O-])=O.[K+].[K+].[K+]. (10) The reactants are: Cl.CN(C)CCCN=C=NCC.[NH2:13][C:14]1[CH:27]=[CH:26][C:17]([CH2:18][N:19]2[C:23](=[O:24])[CH2:22][S:21][C:20]2=[O:25])=[CH:16][CH:15]=1.[O:28]([C:35]1[CH:36]=[C:37]([CH2:41][C:42](O)=[O:43])[CH:38]=[CH:39][CH:40]=1)[C:29]1[CH:34]=[CH:33][CH:32]=[CH:31][CH:30]=1.O. Given the product [O:28]([C:35]1[CH:36]=[C:37]([CH2:41][C:42]([NH:13][C:14]2[CH:27]=[CH:26][C:17]([CH2:18][N:19]3[C:23](=[O:24])[CH2:22][S:21][C:20]3=[O:25])=[CH:16][CH:15]=2)=[O:43])[CH:38]=[CH:39][CH:40]=1)[C:29]1[CH:30]=[CH:31][CH:32]=[CH:33][CH:34]=1, predict the reactants needed to synthesize it.